Dataset: Forward reaction prediction with 1.9M reactions from USPTO patents (1976-2016). Task: Predict the product of the given reaction. Given the reactants [C:1]1([C:7]2[CH:8]=[C:9]3[CH:15]=[CH:14][NH:13][C:10]3=[N:11][CH:12]=2)[CH:6]=[CH:5][CH:4]=[CH:3][CH:2]=1.[Cl-].[Al+3].[Cl-].[Cl-].[C:20](Cl)(=[O:24])[CH:21]=[CH:22][CH3:23], predict the reaction product. The product is: [C:1]1([C:7]2[CH:8]=[C:9]3[C:15]([C:20](=[O:24])[CH:21]=[CH:22][CH3:23])=[CH:14][NH:13][C:10]3=[N:11][CH:12]=2)[CH:2]=[CH:3][CH:4]=[CH:5][CH:6]=1.